Dataset: NCI-60 drug combinations with 297,098 pairs across 59 cell lines. Task: Regression. Given two drug SMILES strings and cell line genomic features, predict the synergy score measuring deviation from expected non-interaction effect. (1) Drug 1: CS(=O)(=O)C1=CC(=C(C=C1)C(=O)NC2=CC(=C(C=C2)Cl)C3=CC=CC=N3)Cl. Drug 2: C1=CN(C(=O)N=C1N)C2C(C(C(O2)CO)O)O.Cl. Cell line: NCI-H226. Synergy scores: CSS=20.1, Synergy_ZIP=-2.16, Synergy_Bliss=2.71, Synergy_Loewe=1.39, Synergy_HSA=4.21. (2) Drug 1: CC(C)NC(=O)C1=CC=C(C=C1)CNNC.Cl. Drug 2: CC1C(C(CC(O1)OC2CC(CC3=C2C(=C4C(=C3O)C(=O)C5=C(C4=O)C(=CC=C5)OC)O)(C(=O)CO)O)N)O.Cl. Cell line: OVCAR-4. Synergy scores: CSS=34.4, Synergy_ZIP=-1.66, Synergy_Bliss=-2.82, Synergy_Loewe=-7.28, Synergy_HSA=-0.295. (3) Drug 1: CC1C(C(CC(O1)OC2CC(CC3=C2C(=C4C(=C3O)C(=O)C5=C(C4=O)C(=CC=C5)OC)O)(C(=O)C)O)N)O.Cl. Drug 2: C1=CN(C=N1)CC(O)(P(=O)(O)O)P(=O)(O)O. Cell line: M14. Synergy scores: CSS=-1.31, Synergy_ZIP=-2.55, Synergy_Bliss=-6.26, Synergy_Loewe=-6.81, Synergy_HSA=-6.82. (4) Drug 1: C1=CC(=C2C(=C1NCCNCCO)C(=O)C3=C(C=CC(=C3C2=O)O)O)NCCNCCO. Drug 2: C1C(C(OC1N2C=NC3=C(N=C(N=C32)Cl)N)CO)O. Cell line: HS 578T. Synergy scores: CSS=22.1, Synergy_ZIP=1.19, Synergy_Bliss=-0.790, Synergy_Loewe=-12.8, Synergy_HSA=-2.18.